Task: Predict the reactants needed to synthesize the given product.. Dataset: Retrosynthesis with 50K atom-mapped reactions and 10 reaction types from USPTO (1) Given the product Oc1ccccc1C=NC1=NN(c2ccc(Br)c(C(F)(F)F)c2)CC1, predict the reactants needed to synthesize it. The reactants are: NC1=NN(c2ccc(Br)c(C(F)(F)F)c2)CC1.O=Cc1ccccc1O. (2) Given the product COC(=O)c1ccc(-n2c(C)cc(OCc3ccc(F)cc3F)cc2=O)c(Cl)c1, predict the reactants needed to synthesize it. The reactants are: COC(=O)c1ccc(-n2c(C)cc(O)cc2=O)c(Cl)c1.Fc1ccc(CBr)c(F)c1. (3) Given the product Cn1cccc1C(=O)NCc1cccc2c1C(=O)N(C1CCC(=O)NC1=O)C2=O, predict the reactants needed to synthesize it. The reactants are: Cn1cccc1C(=O)O.NCc1cccc2c1C(=O)N(C1CCC(=O)NC1=O)C2=O. (4) Given the product CCN(c1cc(-c2ccc(O)nc2)cc(C(=O)OC)c1C)[C@H]1CC[C@H](NC(=O)OC(C)(C)C)CC1, predict the reactants needed to synthesize it. The reactants are: CCN(c1cc(Br)cc(C(=O)OC)c1C)[C@H]1CC[C@H](NC(=O)OC(C)(C)C)CC1.OB(O)c1ccc(O)nc1. (5) Given the product N#Cc1ccc(CN2CCCCC2)cc1, predict the reactants needed to synthesize it. The reactants are: C1CCNCC1.N#Cc1ccc(C=O)cc1. (6) Given the product O=C(O)C(=O)O, predict the reactants needed to synthesize it. The reactants are: CC(C)(C)c1cccc(C(=O)Cl)c1.Nc1ccccc1S(=O)(=O)NCCc1ncc[nH]1. (7) Given the product COc1cccc(CNC(=S)NCc2cccc(OC)c2)c1, predict the reactants needed to synthesize it. The reactants are: COc1cccc(CN)c1.COc1cccc(CNC(N)=S)c1. (8) Given the product CCOc1cc(CN2CCC(Nc3nc4cc(OCCCn5cncn5)ccc4o3)CC2)cc(OCC)c1F, predict the reactants needed to synthesize it. The reactants are: CCOc1cc(C=O)cc(OCC)c1F.c1ncn(CCCOc2ccc3oc(NC4CCNCC4)nc3c2)n1.